The task is: Predict the product of the given reaction.. This data is from Forward reaction prediction with 1.9M reactions from USPTO patents (1976-2016). (1) Given the reactants [Cl:1][C:2]1[CH:10]=[CH:9][CH:8]=[C:7]([CH:11]2[CH2:15][CH2:14][CH2:13][CH2:12]2)[C:3]=1[C:4](O)=[O:5].O=S(Cl)[Cl:18], predict the reaction product. The product is: [Cl:1][C:2]1[CH:10]=[CH:9][CH:8]=[C:7]([CH:11]2[CH2:15][CH2:14][CH2:13][CH2:12]2)[C:3]=1[C:4]([Cl:18])=[O:5]. (2) Given the reactants [C:1](Cl)(=[O:5])/[CH:2]=[CH:3]/[CH3:4].[CH3:7][C:8]1[CH:9]=[C:10]2[C:14](=[CH:15][CH:16]=1)[NH:13][N:12]=[C:11]2[NH2:17], predict the reaction product. The product is: [CH3:7][C:8]1[CH:9]=[C:10]2[C:14](=[CH:15][CH:16]=1)[NH:13][N:12]=[C:11]2[NH:17][C:1](=[O:5])[CH:2]=[CH:3][CH3:4]. (3) Given the reactants Cl.[NH2:2][C:3]12[CH2:10][CH2:9][C:6]([C:11]([O:13][CH2:14][CH3:15])=[O:12])([CH2:7][CH2:8]1)[CH2:5][CH2:4]2.C(=O)([O-])[O-].[K+].[K+].[I-].[K+].[F:24][C@@H:25]1[CH2:29][N:28]([C:30](=[O:42])[CH2:31]OS(C2C=CC=CC=2)(=O)=O)[C@H:27]([C:43]#[N:44])[CH2:26]1, predict the reaction product. The product is: [CH2:14]([O:13][C:11]([C:6]12[CH2:5][CH2:4][C:3]([NH:2][CH2:31][C:30]([N:28]3[CH2:29][C@@H:25]([F:24])[CH2:26][C@H:27]3[C:43]#[N:44])=[O:42])([CH2:10][CH2:9]1)[CH2:8][CH2:7]2)=[O:12])[CH3:15]. (4) Given the reactants [Br-].[Br-].[Br-].[NH+]1C=CC=CC=1.[NH+]1C=CC=CC=1.[NH+]1C=CC=CC=1.[N:22]1[CH:27]=[CH:26][CH:25]=[CH:24][C:23]=1[C:28]1[CH:36]=[CH:35][CH:34]=[C:33]2[C:29]=1[CH:30]=[CH:31][NH:32]2.[OH2:37], predict the reaction product. The product is: [N:22]1[CH:27]=[CH:26][CH:25]=[CH:24][C:23]=1[C:28]1[CH:36]=[CH:35][CH:34]=[C:33]2[C:29]=1[CH2:30][C:31](=[O:37])[NH:32]2. (5) Given the reactants Cl[C:2]1[CH:3]=[C:4]([C:20]2[CH:32]=[CH:31][C:30]3[C:29]4[C:24](=[CH:25][CH:26]=[CH:27][CH:28]=4)[C:23]([CH3:34])([CH3:33])[C:22]=3[CH:21]=2)[CH:5]=[C:6]([C:8]2[CH:13]=[CH:12][C:11]([C:14]3[CH:19]=[CH:18][CH:17]=[CH:16][CH:15]=3)=[CH:10][CH:9]=2)[CH:7]=1.[CH3:35][C:36]1([CH3:52])[C:40]([CH3:42])([CH3:41])[O:39][B:38]([B:38]2[O:39][C:40]([CH3:42])([CH3:41])[C:36]([CH3:52])([CH3:35])[O:37]2)[O:37]1.C([O-])(=O)C.[K+], predict the reaction product. The product is: [CH3:33][C:23]1([CH3:34])[C:22]2[CH:21]=[C:20]([C:4]3[CH:3]=[C:2]([B:38]4[O:39][C:40]([CH3:42])([CH3:41])[C:36]([CH3:52])([CH3:35])[O:37]4)[CH:7]=[C:6]([C:8]4[CH:13]=[CH:12][C:11]([C:14]5[CH:19]=[CH:18][CH:17]=[CH:16][CH:15]=5)=[CH:10][CH:9]=4)[CH:5]=3)[CH:32]=[CH:31][C:30]=2[C:29]2[C:24]1=[CH:25][CH:26]=[CH:27][CH:28]=2. (6) Given the reactants Cl[C:2]1[N:7]=[C:6]([C:8]#[N:9])[CH:5]=[CH:4][N:3]=1.[Cl:10][C:11]1[N:16]=[CH:15][C:14]([NH2:17])=[CH:13][CH:12]=1, predict the reaction product. The product is: [Cl:10][C:11]1[N:16]=[CH:15][C:14]([NH:17][C:2]2[N:7]=[C:6]([C:8]#[N:9])[CH:5]=[CH:4][N:3]=2)=[CH:13][CH:12]=1. (7) Given the reactants [C:1]([CH:3]([C:8]1[CH:13]=[CH:12][CH:11]=[CH:10][CH:9]=1)[C:4]([NH:6][NH2:7])=[O:5])#[N:2].[CH3:14][CH2:15][C:16](=O)[CH2:17][C:18](=O)[CH2:19][CH3:20], predict the reaction product. The product is: [CH2:15]([C:16]1[CH:17]=[C:18]([CH2:19][CH3:20])[N:7]2[N:6]=[C:4]([OH:5])[C:3]([C:8]3[CH:13]=[CH:12][CH:11]=[CH:10][CH:9]=3)=[C:1]2[N:2]=1)[CH3:14].